This data is from Retrosynthesis with 50K atom-mapped reactions and 10 reaction types from USPTO. The task is: Predict the reactants needed to synthesize the given product. (1) The reactants are: CC(=O)Cl.CC1(C)CNc2cc([N+](=O)[O-])ccc21. Given the product CC(=O)N1CC(C)(C)c2ccc([N+](=O)[O-])cc21, predict the reactants needed to synthesize it. (2) Given the product CCCCCCCCCCC(=O)O[C@H]1CC[C@H]2[C@H]3[C@H](CC[C@]12C)[C@H]1CCC(=O)C=C1C[C@H]3C, predict the reactants needed to synthesize it. The reactants are: CCCCCCCCCCC(=O)Cl.C[C@@H]1CC2=CC(=O)CC[C@@H]2[C@H]2CC[C@]3(C)[C@@H](O)CC[C@H]3[C@@H]21. (3) Given the product CN(C)CCCn1c2ccccc2c2ccccc21, predict the reactants needed to synthesize it. The reactants are: BrCCCn1c2ccccc2c2ccccc21.CNC. (4) Given the product Nc1nc(N2CCN(CCCC3(c4ccc(F)cc4)OCCO3)CC2)ccc1[N+](=O)[O-], predict the reactants needed to synthesize it. The reactants are: Fc1ccc(C2(CCCN3CCNCC3)OCCO2)cc1.Nc1nc(Cl)ccc1[N+](=O)[O-]. (5) Given the product O=C(O)/C=C/C(=O)O, predict the reactants needed to synthesize it. The reactants are: CNC1CCN(Cc2ccccc2)CC1.COc1ccc(Cl)cc1C(=O)O.